The task is: Predict the product of the given reaction.. This data is from Forward reaction prediction with 1.9M reactions from USPTO patents (1976-2016). (1) Given the reactants [NH:1]1[CH2:5][CH2:4][CH2:3][CH2:2]1.C([O-])([O-])=O.[K+].[K+].Cl[CH2:13][C:14]([O:16][CH2:17][CH3:18])=[O:15], predict the reaction product. The product is: [N:1]1([CH2:13][C:14]([O:16][CH2:17][CH3:18])=[O:15])[CH2:5][CH2:4][CH2:3][CH2:2]1. (2) Given the reactants [Br:1][C:2]1[C:7]([C:8]([F:11])([F:10])[F:9])=[CH:6][C:5]([NH:12][CH2:13][C:14]2[CH:18]=[CH:17][S:16][CH:15]=2)=[CH:4][C:3]=1[C:19]([F:22])([F:21])[F:20].Br.Br[CH2:25][C:26]1[CH:31]=[CH:30][CH:29]=[CH:28][N:27]=1.[H-].[Na+].O, predict the reaction product. The product is: [Br:1][C:2]1[C:3]([C:19]([F:22])([F:20])[F:21])=[CH:4][C:5]([N:12]([CH2:13][C:14]2[CH:18]=[CH:17][S:16][CH:15]=2)[CH2:25][C:26]2[CH:31]=[CH:30][CH:29]=[CH:28][N:27]=2)=[CH:6][C:7]=1[C:8]([F:10])([F:11])[F:9]. (3) Given the reactants [OH:1][C:2]1([CH:5]2[CH2:9][CH:8]([O:10][CH3:11])[CH2:7][N:6]2[C:12]([O:14][CH2:15][C:16]2[CH:21]=[CH:20][CH:19]=[CH:18][CH:17]=2)=[O:13])[CH2:4][CH2:3]1.[CH3:22]I.[H-].[Na+], predict the reaction product. The product is: [CH3:11][O:10][CH:8]1[CH2:7][N:6]([C:12]([O:14][CH2:15][C:16]2[CH:17]=[CH:18][CH:19]=[CH:20][CH:21]=2)=[O:13])[CH:5]([C:2]2([O:1][CH3:22])[CH2:3][CH2:4]2)[CH2:9]1. (4) Given the reactants [CH2:1]([O:3][C:4](=[O:27])[CH2:5][C:6]1[CH:11]=[CH:10][C:9]([O:12][CH3:13])=[C:8]([O:14][C:15]2[CH:20]=[CH:19][C:18]([NH2:21])=[CH:17][C:16]=2[CH2:22][S:23][CH:24]([CH3:26])[CH3:25])[CH:7]=1)[CH3:2].[Cl:28][C:29]1[CH:37]=[CH:36][C:32]([C:33](Cl)=[O:34])=[CH:31][CH:30]=1, predict the reaction product. The product is: [CH2:1]([O:3][C:4](=[O:27])[CH2:5][C:6]1[CH:11]=[CH:10][C:9]([O:12][CH3:13])=[C:8]([O:14][C:15]2[CH:20]=[CH:19][C:18]([NH:21][C:33](=[O:34])[C:32]3[CH:36]=[CH:37][C:29]([Cl:28])=[CH:30][CH:31]=3)=[CH:17][C:16]=2[CH2:22][S:23][CH:24]([CH3:26])[CH3:25])[CH:7]=1)[CH3:2]. (5) Given the reactants [Br:1][C:2]1[C:10]2[C:5](=[CH:6][CH:7]=[C:8]([C:11]([O:13][CH3:14])=[O:12])[CH:9]=2)[NH:4][N:3]=1.[H-].[Na+].Br[CH2:18][C:19]1[CH:24]=[CH:23][C:22]([C:25]2[C:26]([C:31]([O:33][C:34]([CH3:37])([CH3:36])[CH3:35])=[O:32])=[CH:27][CH:28]=[CH:29][CH:30]=2)=[CH:21][CH:20]=1, predict the reaction product. The product is: [Br:1][C:2]1[C:10]2[C:5](=[CH:6][CH:7]=[C:8]([C:11]([O:13][CH3:14])=[O:12])[CH:9]=2)[N:4]([CH2:18][C:19]2[CH:24]=[CH:23][C:22]([C:25]3[CH:30]=[CH:29][CH:28]=[CH:27][C:26]=3[C:31]([O:33][C:34]([CH3:37])([CH3:36])[CH3:35])=[O:32])=[CH:21][CH:20]=2)[N:3]=1. (6) Given the reactants C(O)(=O)C.[Br:5][C:6]1[CH:13]=[N:12][CH:11]=[CH:10][C:7]=1[CH:8]=O.[NH:14]1[CH2:18][CH2:17][CH2:16][CH2:15]1.C(O[BH-](OC(=O)C)OC(=O)C)(=O)C.[Na+], predict the reaction product. The product is: [Br:5][C:6]1[CH:13]=[N:12][CH:11]=[CH:10][C:7]=1[CH2:8][N:14]1[CH2:18][CH2:17][CH2:16][CH2:15]1.